This data is from Experimentally validated miRNA-target interactions with 360,000+ pairs, plus equal number of negative samples. The task is: Binary Classification. Given a miRNA mature sequence and a target amino acid sequence, predict their likelihood of interaction. The miRNA is hsa-miR-548am-5p with sequence AAAAGUAAUUGCGGUUUUUGCC. Result: 1 (interaction). The protein sequence of the target gene is MAGPNQLCIRRWTTKHVAVWLKDEGFFEYVDILCNKHRLDGITLLTLTEYDLRSPPLEIKVLGDIKRLMLSVRKLQKIHIDVLEEMGYNSDSPMGSMTPFISALQSTDWLCNGELSHDCDGPITDLNSDQYQYMNGKNKHSVRRLDPEYWKTILSCIYVFIVFGFTSFIMVIVHERVPDMQTYPPLPDIFLDSVPRIPWAFAMTEVCGMILCYIWLLVLLLHKHRSILLRRLCSLMGTVFLLRCFTMFVTSLSVPGQHLQCTGKIYGSVWEKLHRAFAIWSGFGMTLTGVHTCGDYMFSG....